This data is from NCI-60 drug combinations with 297,098 pairs across 59 cell lines. The task is: Regression. Given two drug SMILES strings and cell line genomic features, predict the synergy score measuring deviation from expected non-interaction effect. (1) Drug 1: CN1C2=C(C=C(C=C2)N(CCCl)CCCl)N=C1CCCC(=O)O.Cl. Drug 2: C1CN(CCN1C(=O)CCBr)C(=O)CCBr. Synergy scores: CSS=10.1, Synergy_ZIP=-3.82, Synergy_Bliss=2.09, Synergy_Loewe=-3.17, Synergy_HSA=1.42. Cell line: PC-3. (2) Drug 2: CC1CCC2CC(C(=CC=CC=CC(CC(C(=O)C(C(C(=CC(C(=O)CC(OC(=O)C3CCCCN3C(=O)C(=O)C1(O2)O)C(C)CC4CCC(C(C4)OC)O)C)C)O)OC)C)C)C)OC. Synergy scores: CSS=11.1, Synergy_ZIP=-10.4, Synergy_Bliss=-5.78, Synergy_Loewe=-6.14, Synergy_HSA=-4.87. Drug 1: C1CCC(CC1)NC(=O)N(CCCl)N=O. Cell line: SW-620. (3) Drug 1: CNC(=O)C1=NC=CC(=C1)OC2=CC=C(C=C2)NC(=O)NC3=CC(=C(C=C3)Cl)C(F)(F)F. Drug 2: C1CN(CCN1C(=O)CCBr)C(=O)CCBr. Cell line: ACHN. Synergy scores: CSS=22.8, Synergy_ZIP=0.170, Synergy_Bliss=-0.894, Synergy_Loewe=-17.3, Synergy_HSA=-1.91. (4) Drug 1: CS(=O)(=O)CCNCC1=CC=C(O1)C2=CC3=C(C=C2)N=CN=C3NC4=CC(=C(C=C4)OCC5=CC(=CC=C5)F)Cl. Drug 2: CC1CCCC2(C(O2)CC(NC(=O)CC(C(C(=O)C(C1O)C)(C)C)O)C(=CC3=CSC(=N3)C)C)C. Cell line: OVCAR3. Synergy scores: CSS=60.9, Synergy_ZIP=3.37, Synergy_Bliss=3.41, Synergy_Loewe=-8.06, Synergy_HSA=1.61. (5) Drug 1: C1CCN(CC1)CCOC2=CC=C(C=C2)C(=O)C3=C(SC4=C3C=CC(=C4)O)C5=CC=C(C=C5)O. Drug 2: C1=CN(C=N1)CC(O)(P(=O)(O)O)P(=O)(O)O. Cell line: DU-145. Synergy scores: CSS=3.05, Synergy_ZIP=3.65, Synergy_Bliss=6.95, Synergy_Loewe=4.68, Synergy_HSA=4.06. (6) Drug 1: C1CN1P(=S)(N2CC2)N3CC3. Drug 2: CCC1(CC2CC(C3=C(CCN(C2)C1)C4=CC=CC=C4N3)(C5=C(C=C6C(=C5)C78CCN9C7C(C=CC9)(C(C(C8N6C)(C(=O)OC)O)OC(=O)C)CC)OC)C(=O)OC)O.OS(=O)(=O)O. Cell line: MALME-3M. Synergy scores: CSS=7.53, Synergy_ZIP=-4.02, Synergy_Bliss=-0.421, Synergy_Loewe=-6.40, Synergy_HSA=-0.178. (7) Drug 1: CC1=C(C(CCC1)(C)C)C=CC(=CC=CC(=CC(=O)O)C)C. Drug 2: CCCCCOC(=O)NC1=NC(=O)N(C=C1F)C2C(C(C(O2)C)O)O. Cell line: HOP-92. Synergy scores: CSS=0.598, Synergy_ZIP=-2.26, Synergy_Bliss=-4.96, Synergy_Loewe=-4.17, Synergy_HSA=-3.78. (8) Drug 1: CC1CCC2CC(C(=CC=CC=CC(CC(C(=O)C(C(C(=CC(C(=O)CC(OC(=O)C3CCCCN3C(=O)C(=O)C1(O2)O)C(C)CC4CCC(C(C4)OC)O)C)C)O)OC)C)C)C)OC. Drug 2: CC1=C(C(=CC=C1)Cl)NC(=O)C2=CN=C(S2)NC3=CC(=NC(=N3)C)N4CCN(CC4)CCO. Cell line: NCI-H522. Synergy scores: CSS=15.3, Synergy_ZIP=-3.09, Synergy_Bliss=1.25, Synergy_Loewe=2.35, Synergy_HSA=3.31. (9) Drug 1: CCCCC(=O)OCC(=O)C1(CC(C2=C(C1)C(=C3C(=C2O)C(=O)C4=C(C3=O)C=CC=C4OC)O)OC5CC(C(C(O5)C)O)NC(=O)C(F)(F)F)O. Drug 2: CC(C)NC(=O)C1=CC=C(C=C1)CNNC.Cl. Cell line: IGROV1. Synergy scores: CSS=42.9, Synergy_ZIP=-0.587, Synergy_Bliss=-1.17, Synergy_Loewe=-7.73, Synergy_HSA=-0.966. (10) Drug 1: CC12CCC3C(C1CCC2=O)CC(=C)C4=CC(=O)C=CC34C. Drug 2: C1=NC2=C(N1)C(=S)N=C(N2)N. Cell line: U251. Synergy scores: CSS=71.7, Synergy_ZIP=-4.46, Synergy_Bliss=-4.16, Synergy_Loewe=-2.13, Synergy_HSA=-2.11.